This data is from Reaction yield outcomes from USPTO patents with 853,638 reactions. The task is: Predict the reaction yield, written as a fraction of the theoretical maximum amount of product (1.0 means a 100% yield; for example, 0.34 means a 34% yield). (1) The reactants are [N:1]([CH2:4][C:5]1[CH:17]=[C:16]2[C:8]([C:9]3[C:10]([Br:21])=[CH:11][CH:12]=[C:13]([C:18]([NH2:20])=[O:19])[C:14]=3[NH:15]2)=[CH:7][CH:6]=1)=[N+]=[N-].C1(P(C2C=CC=CC=2)C2C=CC=CC=2)C=CC=CC=1.O. The catalyst is C1COCC1. The product is [NH2:1][CH2:4][C:5]1[CH:17]=[C:16]2[C:8]([C:9]3[C:10]([Br:21])=[CH:11][CH:12]=[C:13]([C:18]([NH2:20])=[O:19])[C:14]=3[NH:15]2)=[CH:7][CH:6]=1. The yield is 0.990. (2) The reactants are [CH3:1][O:2][N:3]([CH3:21])[C:4]([CH:6]1[CH2:9][C:8](=[CH:10][C:11]([O:13]CC2C=CC=CC=2)=[O:12])[CH2:7]1)=[O:5]. The catalyst is [Pd].CCO. The product is [CH3:1][O:2][N:3]([CH3:21])[C:4]([CH:6]1[CH2:9][CH:8]([CH2:10][C:11]([OH:13])=[O:12])[CH2:7]1)=[O:5]. The yield is 0.890. (3) The reactants are Cl[C:2]1[N:3]=[C:4]([N:22]2[CH2:27][CH2:26][O:25][CH2:24][CH2:23]2)[C:5]2[O:10][C:9]([CH2:11][N:12]3[CH2:17][CH2:16][CH:15]([C:18]([OH:21])([CH3:20])[CH3:19])[CH2:14][CH2:13]3)=[CH:8][C:6]=2[N:7]=1.[CH3:28][C:29]1[NH:33][C:32]2[CH:34]=[CH:35][CH:36]=[CH:37][C:31]=2[N:30]=1.CC(C1C=C(C(C)C)C(C2C=CC=CC=2P(C2CCCCC2)C2CCCCC2)=C(C(C)C)C=1)C.C(=O)([O-])[O-].[Cs+].[Cs+]. The catalyst is CN(C=O)C.C1C=CC(/C=C/C(/C=C/C2C=CC=CC=2)=O)=CC=1.C1C=CC(/C=C/C(/C=C/C2C=CC=CC=2)=O)=CC=1.C1C=CC(/C=C/C(/C=C/C2C=CC=CC=2)=O)=CC=1.[Pd].[Pd]. The product is [CH3:28][C:29]1[N:33]([C:2]2[N:3]=[C:4]([N:22]3[CH2:27][CH2:26][O:25][CH2:24][CH2:23]3)[C:5]3[O:10][C:9]([CH2:11][N:12]4[CH2:17][CH2:16][CH:15]([C:18]([OH:21])([CH3:20])[CH3:19])[CH2:14][CH2:13]4)=[CH:8][C:6]=3[N:7]=2)[C:32]2[CH:34]=[CH:35][CH:36]=[CH:37][C:31]=2[N:30]=1. The yield is 0.400. (4) The reactants are [C:1]([O:5][C:6]([N:8]1[CH:14]([C:15]2[NH:16][C:17]([C:20]3[CH:25]=[CH:24][C:23](Br)=[CH:22][CH:21]=3)=[CH:18][N:19]=2)[CH2:13][C:10]2([CH2:12][CH2:11]2)[CH2:9]1)=[O:7])([CH3:4])([CH3:3])[CH3:2].[C:27]([O:31][C:32]([N:34]1[CH:39]([C:40]2[NH:44][C:43]3[CH:45]=[C:46]([C:49]4[CH:54]=[CH:53][C:52](B5OC(C)(C)C(C)(C)O5)=[CH:51][CH:50]=4)[CH:47]=[CH:48][C:42]=3[N:41]=2)[CH:38]2[CH2:64][CH:35]1[CH2:36][CH2:37]2)=[O:33])([CH3:30])([CH3:29])[CH3:28].C(=O)([O-])[O-].[K+].[K+]. The catalyst is COCCOC.C(OCC)(=O)C.C1C=CC([P]([Pd]([P](C2C=CC=CC=2)(C2C=CC=CC=2)C2C=CC=CC=2)([P](C2C=CC=CC=2)(C2C=CC=CC=2)C2C=CC=CC=2)[P](C2C=CC=CC=2)(C2C=CC=CC=2)C2C=CC=CC=2)(C2C=CC=CC=2)C2C=CC=CC=2)=CC=1. The product is [C:27]([O:31][C:32]([N:34]1[CH:39]([C:40]2[NH:44][C:43]3[CH:45]=[C:46]([C:49]4[CH:54]=[CH:53][C:52]([C:23]5[CH:22]=[CH:21][C:20]([C:17]6[NH:16][C:15]([CH:14]7[CH2:13][C:10]8([CH2:11][CH2:12]8)[CH2:9][N:8]7[C:6]([O:5][C:1]([CH3:3])([CH3:2])[CH3:4])=[O:7])=[N:19][CH:18]=6)=[CH:25][CH:24]=5)=[CH:51][CH:50]=4)[CH:47]=[CH:48][C:42]=3[N:41]=2)[CH:38]2[CH2:64][CH:35]1[CH2:36][CH2:37]2)=[O:33])([CH3:30])([CH3:28])[CH3:29]. The yield is 0.260. (5) The product is [C:26]([N:29]1[CH2:34][CH2:33][N:32]([C:2]2[CH:7]=[C:6]([N:8]3[CH2:17][C@H:16]4[N:12]([CH2:13][CH2:14][CH2:15]4)[C:11]4[N:18]=[C:19]([NH:22][CH2:23][CH3:24])[N:20]=[CH:21][C:10]=4[C:9]3=[O:25])[CH:5]=[N:4][CH:3]=2)[CH2:31][CH2:30]1)(=[O:28])[CH3:27]. The reactants are Br[C:2]1[CH:3]=[N:4][CH:5]=[C:6]([N:8]2[CH2:17][C@H:16]3[N:12]([CH2:13][CH2:14][CH2:15]3)[C:11]3[N:18]=[C:19]([NH:22][CH2:23][CH3:24])[N:20]=[CH:21][C:10]=3[C:9]2=[O:25])[CH:7]=1.[C:26]([N:29]1[CH2:34][CH2:33][NH:32][CH2:31][CH2:30]1)(=[O:28])[CH3:27].C1(P(C2CCCCC2)C2C=CC=CC=2C2C=CC=CC=2N(C)C)CCCCC1.CC(C)([O-])C.[Na+]. The catalyst is O1CCOCC1.C(O)(C)(C)C.C1C=CC(/C=C/C(/C=C/C2C=CC=CC=2)=O)=CC=1.C1C=CC(/C=C/C(/C=C/C2C=CC=CC=2)=O)=CC=1.C1C=CC(/C=C/C(/C=C/C2C=CC=CC=2)=O)=CC=1.[Pd].[Pd]. The yield is 0.340. (6) The reactants are [F:1][C:2]1[CH:3]=[C:4]([OH:9])[CH:5]=[CH:6][C:7]=1[NH2:8].CC(C)([O-])C.[K+].[Cl:16][C:17]1[CH:22]=[C:21](Cl)[CH:20]=[CH:19][N:18]=1. The catalyst is CC(N(C)C)=O. The product is [Cl:16][C:17]1[CH:22]=[C:21]([O:9][C:4]2[CH:5]=[CH:6][C:7]([NH2:8])=[C:2]([F:1])[CH:3]=2)[CH:20]=[CH:19][N:18]=1. The yield is 0.860.